This data is from Forward reaction prediction with 1.9M reactions from USPTO patents (1976-2016). The task is: Predict the product of the given reaction. (1) The product is: [C:30]([O:34][CH2:23][CH3:10])(=[O:32])[CH3:31].[Cl-:27].[Na+:37].[OH2:20]. Given the reactants BrC1C=C(NC2C3C(=C(C)C=C([N+]([O-])=[O:20])C=3)N=C[C:10]=2[C:23]#N)C=CC=1.O.O.[Cl:27][Sn]Cl.[CH2:30]([OH:32])[CH3:31].C(=O)(O)[O-:34].[Na+:37], predict the reaction product. (2) Given the reactants FC(F)(F)S(O[C:7]1[C:8]([C:18](=[O:20])[CH3:19])=[CH:9][C:10]([Cl:17])=[C:11]2[C:16]=1[N:15]=[CH:14][CH:13]=[CH:12]2)(=O)=O.Cl.[F:24][C:25]1([F:31])[CH2:30][CH2:29][NH:28][CH2:27][CH2:26]1.C1C=CC(P(C2C=CC3C(=CC=CC=3)C=2C2C3C(=CC=CC=3)C=CC=2P(C2C=CC=CC=2)C2C=CC=CC=2)C2C=CC=CC=2)=CC=1.C(=O)([O-])[O-].[Cs+].[Cs+], predict the reaction product. The product is: [Cl:17][C:10]1[CH:9]=[C:8]([C:18](=[O:20])[CH3:19])[C:7]([N:28]2[CH2:29][CH2:30][C:25]([F:31])([F:24])[CH2:26][CH2:27]2)=[C:16]2[C:11]=1[CH:12]=[CH:13][CH:14]=[N:15]2. (3) Given the reactants [OH:1][CH2:2][C:3]1[S:7][C:6]([CH2:8][C:9]([O:11]C)=[O:10])=[CH:5][CH:4]=1.[OH-].[Li+].Cl, predict the reaction product. The product is: [OH:1][CH2:2][C:3]1[S:7][C:6]([CH2:8][C:9]([OH:11])=[O:10])=[CH:5][CH:4]=1. (4) Given the reactants [NH2:1][C:2]1[CH:3]=[C:4]([CH:8]=[CH:9][C:10]=1[CH2:11][CH3:12])[C:5]([OH:7])=O.[CH3:13][N:14]1[CH:18]=[C:17]([C:19]2[CH:24]=[CH:23][C:22]([CH:25]3[CH2:30][CH2:29][NH:28][CH2:27][CH2:26]3)=[CH:21][CH:20]=2)[CH:16]=[N:15]1.C(N(CC)C(C)C)(C)C.CN(C(ON1N=NC2C=CC=CC1=2)=[N+](C)C)C.F[P-](F)(F)(F)(F)F.C([O-])([O-])=O.[Na+].[Na+], predict the reaction product. The product is: [NH2:1][C:2]1[CH:3]=[C:4]([C:5]([N:28]2[CH2:27][CH2:26][CH:25]([C:22]3[CH:21]=[CH:20][C:19]([C:17]4[CH:16]=[N:15][N:14]([CH3:13])[CH:18]=4)=[CH:24][CH:23]=3)[CH2:30][CH2:29]2)=[O:7])[CH:8]=[CH:9][C:10]=1[CH2:11][CH3:12]. (5) The product is: [C:15]([O:14][C:12]([N:9]1[C:5]2=[N:6][C:7]([Cl:8])=[C:2]([Br:1])[N:3]=[C:4]2[CH:11]=[CH:10]1)=[O:13])([CH3:18])([CH3:17])[CH3:16]. Given the reactants [Br:1][C:2]1[N:3]=[C:4]2[CH:11]=[CH:10][NH:9][C:5]2=[N:6][C:7]=1[Cl:8].[C:12](O[C:12]([O:14][C:15]([CH3:18])([CH3:17])[CH3:16])=[O:13])([O:14][C:15]([CH3:18])([CH3:17])[CH3:16])=[O:13], predict the reaction product. (6) The product is: [CH3:1][O:2][C:3](=[O:11])[C:4]1[CH:9]=[C:8]([O:10][C:18]2[CH:17]=[CH:16][C:15]([C:20](=[O:22])[CH3:21])=[CH:14][C:13]=2[Br:12])[CH:7]=[N:6][CH:5]=1. Given the reactants [CH3:1][O:2][C:3](=[O:11])[C:4]1[CH:9]=[C:8]([OH:10])[CH:7]=[N:6][CH:5]=1.[Br:12][C:13]1[CH:14]=[C:15]([C:20](=[O:22])[CH3:21])[CH:16]=[CH:17][C:18]=1F.C1OCCOCCOCCOCCOCCOC1.[F-].[K+], predict the reaction product.